This data is from Forward reaction prediction with 1.9M reactions from USPTO patents (1976-2016). The task is: Predict the product of the given reaction. (1) The product is: [CH2:1]([O:8][C:9]1[CH:19]=[CH:18][C:12]([O:13][CH2:14][C@@H:15]([OH:16])[CH2:17][NH:23][C@@H:24]([CH2:27][C:28]2[CH:29]=[CH:30][C:31]([O:34][C:35]3[C:40]([CH3:41])=[CH:39][CH:38]=[CH:37][N:36]=3)=[CH:32][CH:33]=2)[CH2:25][OH:26])=[CH:11][C:10]=1[N+:20]([O-:22])=[O:21])[C:2]1[CH:7]=[CH:6][CH:5]=[CH:4][CH:3]=1. Given the reactants [CH2:1]([O:8][C:9]1[CH:19]=[CH:18][C:12]([O:13][CH2:14][C@@H:15]2[CH2:17][O:16]2)=[CH:11][C:10]=1[N+:20]([O-:22])=[O:21])[C:2]1[CH:7]=[CH:6][CH:5]=[CH:4][CH:3]=1.[NH2:23][C@@H:24]([CH2:27][C:28]1[CH:33]=[CH:32][C:31]([O:34][C:35]2[C:40]([CH3:41])=[CH:39][CH:38]=[CH:37][N:36]=2)=[CH:30][CH:29]=1)[CH2:25][OH:26], predict the reaction product. (2) Given the reactants [NH2:1][C:2]1[CH:9]=[CH:8][C:5]([C:6]#[N:7])=[CH:4][C:3]=1I.[CH:11]1(B(O)O)[CH2:13][CH2:12]1.P([O-])([O-])([O-])=O.[K+].[K+].[K+].C1(P(C2CCCCC2)C2CCCCC2)CCCCC1, predict the reaction product. The product is: [NH2:1][C:2]1[CH:9]=[CH:8][C:5]([C:6]#[N:7])=[CH:4][C:3]=1[CH:11]1[CH2:13][CH2:12]1.